Dataset: Forward reaction prediction with 1.9M reactions from USPTO patents (1976-2016). Task: Predict the product of the given reaction. (1) Given the reactants [NH2:1][C:2]1[C:10]2[C:5](=[CH:6][CH:7]=[C:8]([NH:11][S:12]([C:15]3[CH:20]=[C:19]([F:21])[CH:18]=[C:17]([F:22])[CH:16]=3)(=[O:14])=[O:13])[CH:9]=2)[NH:4][N:3]=1.[C:23](Cl)(=[O:25])[CH3:24], predict the reaction product. The product is: [F:21][C:19]1[CH:20]=[C:15]([S:12]([NH:11][C:8]2[CH:9]=[C:10]3[C:5](=[CH:6][CH:7]=2)[NH:4][N:3]=[C:2]3[NH:1][C:23](=[O:25])[CH3:24])(=[O:14])=[O:13])[CH:16]=[C:17]([F:22])[CH:18]=1. (2) Given the reactants [CH3:1][C:2]1[C:10]([N+:11]([O-:13])=[O:12])=[CH:9][C:5]([C:6](O)=[O:7])=[CH:4][C:3]=1[N+:14]([O-:16])=[O:15].C([N:19](CC)CC)C.COC(Cl)=O.N, predict the reaction product. The product is: [CH3:1][C:2]1[C:10]([N+:11]([O-:13])=[O:12])=[CH:9][C:5]([C:6]([NH2:19])=[O:7])=[CH:4][C:3]=1[N+:14]([O-:16])=[O:15]. (3) The product is: [OH:8][C:9]1[C:14]2[O:15][C@H:16]3[C:25](=[O:26])[CH2:24][CH2:23][C@:22]4([O:30][CH3:31])[C@@:17]53[CH2:18][CH2:19][N:20]([CH3:33])[C@@H:21]4[CH2:32][C:12]([C:13]=25)=[CH:11][CH:10]=1. Given the reactants C([O:8][C:9]1[C:14]2[O:15][C@H:16]3[C:25]4(OCC[O:26]4)[CH2:24][CH2:23][C@:22]4([O:30][CH3:31])[C@@:17]53[CH2:18][CH2:19][N:20]([CH3:33])[C@@H:21]4[CH2:32][C:12]([C:13]=25)=[CH:11][CH:10]=1)C1C=CC=CC=1.Cl.N, predict the reaction product. (4) Given the reactants [CH2:1]([O:3][C:4]1[CH:12]=[C:11]([N+:13]([O-])=O)[CH:10]=[CH:9][C:5]=1[C:6]([OH:8])=[O:7])[CH3:2].[Cl-].[NH4+], predict the reaction product. The product is: [NH2:13][C:11]1[CH:10]=[CH:9][C:5]([C:6]([OH:8])=[O:7])=[C:4]([O:3][CH2:1][CH3:2])[CH:12]=1. (5) Given the reactants C1(C2C=CC(CNCCC3C=CC(F)=C(C(F)(F)F)C=3)=CC=2)CC1.[CH:25]1([C:29]2[CH:36]=[CH:35][C:32]([CH:33]=O)=[CH:31][CH:30]=2)[CH2:28][CH2:27][CH2:26]1.[Cl:37][C:38]1[CH:39]=[C:40]([CH2:45][CH2:46][NH2:47])[CH:41]=[CH:42][C:43]=1[Cl:44].[BH4-].[Na+], predict the reaction product. The product is: [CH:25]1([C:29]2[CH:36]=[CH:35][C:32]([CH2:33][NH:47][CH2:46][CH2:45][C:40]3[CH:41]=[CH:42][C:43]([Cl:44])=[C:38]([Cl:37])[CH:39]=3)=[CH:31][CH:30]=2)[CH2:28][CH2:27][CH2:26]1. (6) Given the reactants [Cl:1][C:2]1[CH:22]=[CH:21][C:5]([CH2:6][N:7]2[CH:12]=[C:11]([C:13]3[CH:18]=[CH:17][C:16]([OH:19])=[CH:15][CH:14]=3)[CH:10]=[CH:9][C:8]2=[O:20])=[C:4]([F:23])[CH:3]=1.O[CH2:25][CH2:26][NH:27][C:28](=[O:34])[O:29][C:30]([CH3:33])([CH3:32])[CH3:31], predict the reaction product. The product is: [Cl:1][C:2]1[CH:22]=[CH:21][C:5]([CH2:6][N:7]2[C:8](=[O:20])[CH:9]=[CH:10][C:11]([C:13]3[CH:18]=[CH:17][C:16]([O:19][CH2:25][CH2:26][NH:27][C:28](=[O:34])[O:29][C:30]([CH3:33])([CH3:32])[CH3:31])=[CH:15][CH:14]=3)=[CH:12]2)=[C:4]([F:23])[CH:3]=1.